This data is from Forward reaction prediction with 1.9M reactions from USPTO patents (1976-2016). The task is: Predict the product of the given reaction. (1) Given the reactants [NH2:1][CH2:2][C:3]1[CH:8]=[CH:7][C:6]([O:9][CH2:10][CH2:11][N:12]([CH3:14])[CH3:13])=[CH:5][C:4]=1[S:15]([CH3:18])(=[O:17])=[O:16].[CH2:19]([CH:21]([CH2:24][CH3:25])[CH:22]=O)[CH3:20].[CH2:26]1[C:34]2[C:29](=[CH:30][CH:31]=[CH:32][CH:33]=2)[CH2:28][CH:27]1[C@@H:35]([NH:39][C:40]([O:42]C(C)(C)C)=O)[C:36]([OH:38])=O.ClC1C=CC([N+]#[C-])=CC=1.C(Cl)(=O)C, predict the reaction product. The product is: [CH2:28]1[C:29]2[C:34](=[CH:33][CH:32]=[CH:31][CH:30]=2)[CH2:26][CH:27]1[C@H:35]1[NH:39][C:40](=[O:42])[C@@H:22]([CH:21]([CH2:24][CH3:25])[CH2:19][CH3:20])[N:1]([CH2:2][C:3]2[CH:8]=[CH:7][C:6]([O:9][CH2:10][CH2:11][N:12]([CH3:14])[CH3:13])=[CH:5][C:4]=2[S:15]([CH3:18])(=[O:17])=[O:16])[C:36]1=[O:38]. (2) Given the reactants [NH2:1][C:2]1[CH:3]=[C:4]([CH:9]=[CH:10][C:11]=1[OH:12])[C:5]([O:7][CH3:8])=[O:6].C(=O)(O)[O-].[Na+].C[C:19]([CH2:21][CH:22]([CH3:24])C)=O.O.Cl[CH2:27][C:28](Cl)=[O:29], predict the reaction product. The product is: [CH2:24]([N:1]1[C:2]2[CH:3]=[C:4]([C:5]([O:7][CH3:8])=[O:6])[CH:9]=[CH:10][C:11]=2[O:12][CH2:27][C:28]1=[O:29])[CH2:22][CH2:21][CH3:19]. (3) Given the reactants Br[C:2]1[CH:7]=[CH:6][CH:5]=[CH:4][C:3]=1[Cl:8].[CH:9]([C:11]1[CH:16]=[CH:15][C:14](B(O)O)=[CH:13][CH:12]=1)=[O:10].C(=O)([O-])[O-].[Na+].[Na+].C(OCC)(=O)C, predict the reaction product. The product is: [CH:9]([C:11]1[CH:16]=[CH:15][C:14]([C:2]2[CH:7]=[CH:6][CH:5]=[CH:4][C:3]=2[Cl:8])=[CH:13][CH:12]=1)=[O:10].